The task is: Predict the product of the given reaction.. This data is from Forward reaction prediction with 1.9M reactions from USPTO patents (1976-2016). (1) Given the reactants [Cl:1][C:2]1[N:7]=[C:6]([C:8]2[C:13]([O:14][CH3:15])=[CH:12][CH:11]=[CH:10][C:9]=2[O:16]C)[C:5](N)=[CH:4][CH:3]=1.C(O)(=O)C.OS(O)(=O)=O.N(OC(C)(C)C)=O, predict the reaction product. The product is: [Cl:1][C:2]1[N:7]=[C:6]2[C:8]3[C:13]([O:14][CH3:15])=[CH:12][CH:11]=[CH:10][C:9]=3[O:16][C:5]2=[CH:4][CH:3]=1. (2) Given the reactants [Si]([O:8][CH:9]([CH2:20][N:21]([CH3:29])[C:22](=[O:28])[O:23][C:24]([CH3:27])([CH3:26])[CH3:25])[CH2:10][N:11]([CH3:19])[C:12](=[O:18])[O:13][C:14]([CH3:17])([CH3:16])[CH3:15])(C(C)(C)C)(C)C.Cl.C([O-])(O)=O.[Na+], predict the reaction product. The product is: [OH:8][CH:9]([CH2:20][N:21]([CH3:29])[C:22](=[O:28])[O:23][C:24]([CH3:27])([CH3:26])[CH3:25])[CH2:10][N:11]([CH3:19])[C:12](=[O:18])[O:13][C:14]([CH3:17])([CH3:16])[CH3:15]. (3) The product is: [CH3:28][C:23]1([CH3:29])[C:24]([CH3:27])([CH3:26])[O:25][B:21]([C:2]2[CH:7]=[CH:6][C:5]([C:8]34[CH2:15][CH2:14][C:11]([CH2:16][C:17]([O:19][CH3:20])=[O:18])([CH2:12][CH2:13]3)[O:10][CH2:9]4)=[CH:4][CH:3]=2)[O:22]1. Given the reactants Br[C:2]1[CH:7]=[CH:6][C:5]([C:8]23[CH2:15][CH2:14][C:11]([CH2:16][C:17]([O:19][CH3:20])=[O:18])([CH2:12][CH2:13]2)[O:10][CH2:9]3)=[CH:4][CH:3]=1.[B:21]1([B:21]2[O:25][C:24]([CH3:27])([CH3:26])[C:23]([CH3:29])([CH3:28])[O:22]2)[O:25][C:24]([CH3:27])([CH3:26])[C:23]([CH3:29])([CH3:28])[O:22]1.C([O-])(=O)C.[K+], predict the reaction product. (4) Given the reactants [CH3:1][O:2][C:3](=[O:15])[C@H:4]([CH2:13][SH:14])[NH:5][C:6]([O:8][C:9]([CH3:12])([CH3:11])[CH3:10])=[O:7].F[C:17](F)([C:36](F)(F)[C:37](F)(F)[C:38](F)(F)[C:39](F)(F)[C:40](F)(F)F)[CH2:18][CH2:19]SCC(SSC1SC2C=CC=CC=2N=1)C=C, predict the reaction product. The product is: [CH3:1][O:2][C:3](=[O:15])[C@H:4]([CH2:13][S:14][CH2:19]/[CH:18]=[CH:17]/[CH2:36][CH2:37][CH2:19][CH2:18][CH2:17][CH2:36][CH2:37][CH2:38][CH2:39][CH3:40])[NH:5][C:6]([O:8][C:9]([CH3:12])([CH3:10])[CH3:11])=[O:7]. (5) Given the reactants [Cl:1][C:2]1[CH:7]=[CH:6][CH:5]=[CH:4][C:3]=1[C:8]1[O:12][N:11]=[CH:10][C:9]=1[C:13]([OH:15])=O.C(O)(=O)C(O)=O.[F:22][C:23]([F:36])([F:35])[C:24]1[CH:29]=[CH:28][C:27]([CH:30]2[CH2:34][CH2:33][NH:32][CH2:31]2)=[CH:26][CH:25]=1, predict the reaction product. The product is: [Cl:1][C:2]1[CH:7]=[CH:6][CH:5]=[CH:4][C:3]=1[C:8]1[O:12][N:11]=[CH:10][C:9]=1[C:13]([N:32]1[CH2:33][CH2:34][CH:30]([C:27]2[CH:28]=[CH:29][C:24]([C:23]([F:22])([F:35])[F:36])=[CH:25][CH:26]=2)[CH2:31]1)=[O:15]. (6) The product is: [CH3:18][C:11]1([CH3:21])[C:12]2[C:17](=[CH:16][CH:15]=[C:14]([C:6]3[O:7][C:3]([C:1]#[N:2])=[CH:4][CH:5]=3)[CH:13]=2)[NH:9][C:10]1=[O:25]. Given the reactants [C:1]([C:3]1[O:7][C:6](Br)=[CH:5][CH:4]=1)#[N:2].[NH:9]1[C:17]2[C:12](=[CH:13][CH:14]=[CH:15][CH:16]=2)[C:11]2([CH:21](B(O)O)CC[CH2:18]2)[C:10]1=[O:25].C(=O)([O-])[O-].[Na+].[Na+].[OH-].[Na+], predict the reaction product. (7) The product is: [CH3:3][C:2]([CH3:17])([O:4][C:5]([NH:7][NH:8][C@H:9]([C:14]([O:16][CH2:24][C:25]1[CH:30]=[CH:29][CH:28]=[CH:27][CH:26]=1)=[O:15])[CH2:10][C:11](=[O:13])[NH2:12])=[O:6])[CH3:1]. Given the reactants [CH3:1][C:2]([CH3:17])([O:4][C:5]([NH:7][NH:8][C@H:9]([C:14]([OH:16])=[O:15])[CH2:10][C:11](=[O:13])[NH2:12])=[O:6])[CH3:3].C(=O)([O-])[O-].[Cs+].[Cs+].[CH2:24](Br)[C:25]1[CH:30]=[CH:29][CH:28]=[CH:27][CH:26]=1.O, predict the reaction product. (8) Given the reactants Cl[S:2]([N:5]=[C:6]=[O:7])(=[O:4])=[O:3].[C:8]([OH:12])([CH3:11])([CH3:10])[CH3:9].[CH3:13][O:14][C:15](=[O:28])[CH2:16][NH:17][C:18]1[CH:23]=[CH:22][C:21]([O:24][CH3:25])=[CH:20][C:19]=1[O:26][CH3:27], predict the reaction product. The product is: [CH3:13][O:14][C:15](=[O:28])[CH2:16][N:17]([S:2](=[O:4])(=[O:3])[NH:5][C:6]([O:12][C:8]([CH3:11])([CH3:10])[CH3:9])=[O:7])[C:18]1[CH:23]=[CH:22][C:21]([O:24][CH3:25])=[CH:20][C:19]=1[O:26][CH3:27].